From a dataset of Forward reaction prediction with 1.9M reactions from USPTO patents (1976-2016). Predict the product of the given reaction. (1) Given the reactants [CH3:1][C:2]1([CH3:28])[CH2:5][CH:4]([CH:6]([NH:16][C:17]2[C:26]([CH3:27])=[CH:25][C:24]3[C:19](=[CH:20][CH:21]=[CH:22][CH:23]=3)[N:18]=2)[C:7]2[CH:15]=[CH:14][C:10]([C:11](O)=[O:12])=[CH:9][CH:8]=2)[CH2:3]1.Cl.CN(C)CCCN=C=NCC.Cl.[CH3:42][O:43][C:44](=[O:48])[CH2:45][CH2:46][NH2:47].C(N(CC)CC)C, predict the reaction product. The product is: [CH3:42][O:43][C:44](=[O:48])[CH2:45][CH2:46][NH:47][C:11](=[O:12])[C:10]1[CH:14]=[CH:15][C:7]([CH:6]([CH:4]2[CH2:3][C:2]([CH3:1])([CH3:28])[CH2:5]2)[NH:16][C:17]2[C:26]([CH3:27])=[CH:25][C:24]3[C:19](=[CH:20][CH:21]=[CH:22][CH:23]=3)[N:18]=2)=[CH:8][CH:9]=1. (2) Given the reactants [F:1][C:2]1[CH:7]=[CH:6][C:5]([N:8]2[C:16]3[C:11](=[CH:12][CH:13]=[CH:14][CH:15]=3)[C:10](O[C@H](C3C=CC=CC=3)[C@@H](N)C)=[N:9]2)=[CH:4][CH:3]=1.C([N:30]([CH2:33][CH3:34])CC)C.[CH2:35]([S:38](Cl)(=[O:40])=[O:39])[CH2:36][CH3:37].[OH2:42], predict the reaction product. The product is: [F:1][C:2]1[CH:3]=[CH:4][C:5]([N:8]2[C:16]3[C:11](=[CH:12][C:13]([O:42][C@H:10]([C:11]4[CH:16]=[CH:15][CH:14]=[CH:13][CH:12]=4)[C@@H:33]([NH:30][S:38]([CH2:35][CH2:36][CH3:37])(=[O:40])=[O:39])[CH3:34])=[CH:14][CH:15]=3)[CH:10]=[N:9]2)=[CH:6][CH:7]=1. (3) Given the reactants [CH3:1][C:2]([CH3:29])([CH3:28])[CH:3]([C:18]1[CH:27]=[CH:26][C:21]([C:22]([O:24][CH3:25])=[O:23])=[CH:20][CH:19]=1)[C:4]1[CH:9]=[CH:8][C:7]([C:10]#[C:11][C:12]2[CH:17]=[CH:16][CH:15]=[CH:14][N:13]=2)=[CH:6][CH:5]=1, predict the reaction product. The product is: [CH3:1][C:2]([CH3:29])([CH3:28])[CH:3]([C:18]1[CH:19]=[CH:20][C:21]([C:22]([O:24][CH3:25])=[O:23])=[CH:26][CH:27]=1)[C:4]1[CH:5]=[CH:6][C:7]([CH2:10][CH2:11][C:12]2[CH:17]=[CH:16][CH:15]=[CH:14][N:13]=2)=[CH:8][CH:9]=1. (4) The product is: [Br:1][C:2]1[N:6]2[CH:7]=[CH:8][CH:9]=[C:10]([Cl:11])[C:5]2=[N:4][C:3]=1[CH2:12][N:18]1[C:14](=[O:24])[C:15]2[C:16](=[CH:20][CH:21]=[CH:22][CH:23]=2)[C:17]1=[O:19]. Given the reactants [Br:1][C:2]1[N:6]2[CH:7]=[CH:8][CH:9]=[C:10]([Cl:11])[C:5]2=[N:4][C:3]=1[CH2:12]Cl.[C:14]1(=[O:24])[NH:18][C:17](=[O:19])[C:16]2=[CH:20][CH:21]=[CH:22][CH:23]=[C:15]12.C([O-])([O-])=O.[K+].[K+], predict the reaction product. (5) Given the reactants [C:1]([O:9][C@@H:10]([CH2:89][C:90]([Br:92])=[CH2:91])[CH2:11][CH2:12][C@@:13]12[O:88][C@@H:16]3[C@H:17]4[C@@H:22]([O:23][C@@H:15]3[CH2:14]1)[C@@H:21]([O:24]2)[C@H:20]1[O:25][C@@H:26]([CH2:29][CH:30]([OH:87])[CH:31]([C@@H:41]2[C@@H:45]([O:46][CH3:47])[C@@H:44]([CH2:48][C@H:49]([O:59][Si:60]([C:63]([CH3:66])([CH3:65])[CH3:64])([CH3:62])[CH3:61])[CH2:50][O:51][Si:52]([C:55]([CH3:58])([CH3:57])[CH3:56])([CH3:54])[CH3:53])[O:43][C@H:42]2[CH2:67][C@@H:68]2[C:73](=[CH2:74])[C@H:72]([CH3:75])[CH2:71][C@H:70]([CH2:76][CH2:77][CH2:78][O:79][Si](CC)(CC)CC)[O:69]2)S(C2C=CC=CC=2)(=O)=O)[CH2:27][CH2:28][C@@H:19]1[O:18]4)(=[O:8])[C:2]1[CH:7]=[CH:6][CH:5]=[CH:4][CH:3]=1.C(O[C@H](CC(Br)=C)CC[C@@]12O[C@@H]3[C@H]4[C@@H](O[C@@H]3C1)[C@@H](O2)[C@H]1O[C@@H](CC=O)CC[C@@H]1O4)(=O)C1C=CC=CC=1, predict the reaction product. The product is: [C:1]([O:9][C@H:10]([CH2:89][C:90]([Br:92])=[CH2:91])[CH2:11][CH2:12][C@@:13]12[O:88][C@@H:16]3[C@H:17]4[C@@H:22]([O:23][C@@H:15]3[CH2:14]1)[C@@H:21]([O:24]2)[C@H:20]1[O:25][C@@H:26]([CH2:29][C:30](=[O:87])[CH2:31][C@@H:41]2[C@@H:45]([O:46][CH3:47])[C@@H:44]([CH2:48][C@H:49]([O:59][Si:60]([C:63]([CH3:65])([CH3:66])[CH3:64])([CH3:61])[CH3:62])[CH2:50][O:51][Si:52]([C:55]([CH3:56])([CH3:57])[CH3:58])([CH3:53])[CH3:54])[O:43][C@H:42]2[CH2:67][C@@H:68]2[C:73](=[CH2:74])[C@H:72]([CH3:75])[CH2:71][C@H:70]([CH2:76][CH2:77][CH:78]=[O:79])[O:69]2)[CH2:27][CH2:28][C@@H:19]1[O:18]4)(=[O:8])[C:2]1[CH:7]=[CH:6][CH:5]=[CH:4][CH:3]=1.